Task: Predict the product of the given reaction.. Dataset: Forward reaction prediction with 1.9M reactions from USPTO patents (1976-2016) (1) Given the reactants C1(C)C=CC=CC=1NC1[O:9][C:10]2[CH:16]=[C:15]([CH2:17][CH2:18]C(NC3C=CC([C@H](C)CC(O)=O)=CC=3)=O)[CH:14]=[CH:13][C:11]=2[N:12]=1.C([O-])=[O:36].[NH4+].[CH2:39]([OH:41])[CH3:40], predict the reaction product. The product is: [NH2:12][C:11]1[CH:13]=[CH:14][C:15]([CH2:17][C:18]([O:41][CH2:39][CH3:40])=[O:36])=[CH:16][C:10]=1[OH:9]. (2) Given the reactants [F:1][C:2]1[CH:3]=[C:4]([OH:8])[CH:5]=[CH:6][CH:7]=1.C(=O)([O-])[O-].[K+].[K+].Br[CH2:16][C:17]([O:19][CH2:20][CH3:21])=[O:18].CCOCC, predict the reaction product. The product is: [CH2:20]([O:19][C:17](=[O:18])[CH2:16][O:8][C:4]1[CH:5]=[CH:6][CH:7]=[C:2]([F:1])[CH:3]=1)[CH3:21]. (3) Given the reactants C[O:2][C:3]1[N:8]=[CH:7][C:6]([CH2:9][NH:10][C:11]2[CH:37]=[CH:36][CH:35]=[CH:34][C:12]=2[C:13]([NH:15][C:16]2[CH:21]=[CH:20][C:19]([CH2:22][N:23]3[CH2:28][CH2:27][N:26]([CH3:29])[CH2:25][CH2:24]3)=[C:18]([C:30]([F:33])([F:32])[F:31])[CH:17]=2)=[O:14])=[CH:5][CH:4]=1.[Si](Cl)(C)(C)C.N[C@H](C(O)=O)CC1C=C2C(C=CC=C2)=CC=1, predict the reaction product. The product is: [O:2]=[C:3]1[NH:8][CH:7]=[C:6]([CH2:9][NH:10][C:11]2[CH:37]=[CH:36][CH:35]=[CH:34][C:12]=2[C:13]([NH:15][C:16]2[CH:21]=[CH:20][C:19]([CH2:22][N:23]3[CH2:28][CH2:27][N:26]([CH3:29])[CH2:25][CH2:24]3)=[C:18]([C:30]([F:33])([F:32])[F:31])[CH:17]=2)=[O:14])[CH:5]=[CH:4]1.